From a dataset of Full USPTO retrosynthesis dataset with 1.9M reactions from patents (1976-2016). Predict the reactants needed to synthesize the given product. (1) Given the product [C:1]([N:4]1[C:13]2[C:8](=[CH:9][C:10]([C:14]3[CH2:19][CH2:18][N:17]([C:20]([O:22][C:23]([CH3:26])([CH3:25])[CH3:24])=[O:21])[CH2:16][CH:15]=3)=[CH:11][CH:12]=2)[C@H:7]([NH:27][C:33]2[CH:38]=[CH:37][CH:36]=[C:35]([O:39][CH3:40])[N:34]=2)[C@@H:6]([CH3:28])[C@@H:5]1[CH:29]1[CH2:30][CH2:31]1)(=[O:3])[CH3:2], predict the reactants needed to synthesize it. The reactants are: [C:1]([N:4]1[C:13]2[C:8](=[CH:9][C:10]([C:14]3[CH2:19][CH2:18][N:17]([C:20]([O:22][C:23]([CH3:26])([CH3:25])[CH3:24])=[O:21])[CH2:16][CH:15]=3)=[CH:11][CH:12]=2)[C@H:7]([NH2:27])[C@@H:6]([CH3:28])[C@@H:5]1[CH:29]1[CH2:31][CH2:30]1)(=[O:3])[CH3:2].Br[C:33]1[CH:38]=[CH:37][CH:36]=[C:35]([O:39][CH3:40])[N:34]=1.CN(C1C(C2C(P(C3CCCCC3)C3CCCCC3)=CC=CC=2)=CC=CC=1)C.CC(C)([O-])C.[Na+]. (2) Given the product [F:1][C@@H:2]1[CH2:6][N:5]([C:7](=[O:26])[CH2:8][C:9]2[CH:25]=[CH:24][C:12]3[N:13]=[C:14]([NH:16][C:17]4[CH:22]=[CH:21][CH:20]=[CH:19][C:18]=4[CH3:23])[O:15][C:11]=3[CH:10]=2)[C@H:4]([CH2:27][O:28][CH2:29][CH2:30][CH2:31][CH2:32][CH2:33][C:34]([O-:36])=[O:35])[CH2:3]1.[Na+:39], predict the reactants needed to synthesize it. The reactants are: [F:1][C@@H:2]1[CH2:6][N:5]([C:7](=[O:26])[CH2:8][C:9]2[CH:25]=[CH:24][C:12]3[N:13]=[C:14]([NH:16][C:17]4[CH:22]=[CH:21][CH:20]=[CH:19][C:18]=4[CH3:23])[O:15][C:11]=3[CH:10]=2)[C@H:4]([CH2:27][O:28][CH2:29][CH2:30][CH2:31][CH2:32][CH2:33][C:34]([O:36]C)=[O:35])[CH2:3]1.[OH-].[Na+:39].C(O)C.CCOCC. (3) Given the product [F:10][C:3]1[CH:4]=[N:5][CH:6]=[C:7]([C:2]=1[NH:12][CH3:11])[C:8]#[N:9], predict the reactants needed to synthesize it. The reactants are: Cl[C:2]1[C:7]([C:8]#[N:9])=[CH:6][N:5]=[CH:4][C:3]=1[F:10].[CH3:11][NH2:12]. (4) Given the product [N:24]1([CH:25]2[CH2:5][CH2:4][N:9]([C:30]([Cl:32])=[O:35])[CH2:8][CH2:7]2)[CH2:22][CH2:13][CH2:12][CH2:11][CH2:10]1, predict the reactants needed to synthesize it. The reactants are: CCC1C=CC(=O)[C:5]2=C[C:7]3[CH2:25][N:24]4[C:10](=[CH:11][C:12]5[C@@](O)(CC)C(=O)OC[C:13]=5[C:22]4=O)[C:8]=3[NH:9][C:4]=12.[CH2:30]([Cl:32])Cl.C(N)(=[O:35])C.N1C=CC=CC=1. (5) Given the product [I:17][C:10]1[CH:11]=[CH:12][CH:13]=[C:14]([O:15][CH3:16])[C:9]=1[S:6]([NH2:5])(=[O:8])=[O:7], predict the reactants needed to synthesize it. The reactants are: C([NH:5][S:6]([C:9]1[C:14]([O:15][CH3:16])=[CH:13][CH:12]=[CH:11][C:10]=1[I:17])(=[O:8])=[O:7])(C)(C)C. (6) The reactants are: [CH2:1]([O:4][C:5]1[CH:10]=[CH:9][C:8]([CH2:11][C@H:12]([NH:20]C(OC(C)(C)C)=O)[C:13]([O:15][C:16]([CH3:19])([CH3:18])[CH3:17])=[O:14])=[CH:7][CH:6]=1)[CH:2]=[CH2:3].Cl. Given the product [CH2:1]([O:4][C:5]1[CH:10]=[CH:9][C:8]([CH2:11][C@H:12]([NH2:20])[C:13]([O:15][C:16]([CH3:19])([CH3:18])[CH3:17])=[O:14])=[CH:7][CH:6]=1)[CH:2]=[CH2:3], predict the reactants needed to synthesize it. (7) Given the product [CH:47]1([CH2:46][O:45][C:42]2[CH:41]=[CH:40][C:39]([C@H:37]3[CH2:36][O:35][C:31]4=[CH:32][C:33]5[CH2:34][C@@H:25]([C:23]([NH:22][C@@H:6]([CH2:7][C:8]6[CH:9]=[CH:10][C:11]([C:14]7[CH:19]=[CH:18][N:17]=[C:16]([CH3:20])[C:15]=7[CH3:21])=[CH:12][CH:13]=6)[C:5]([OH:53])=[O:4])=[O:24])[N:26]([C:58](=[O:59])[C:57]6[CH:61]=[CH:62][CH:63]=[C:55]([CH3:54])[CH:56]=6)[CH2:27][C:28]=5[CH:29]=[C:30]4[O:38]3)=[CH:44][CH:43]=2)[CH2:52][CH2:51][CH2:50][CH2:49][CH2:48]1, predict the reactants needed to synthesize it. The reactants are: Cl.Cl.C[O:4][C:5](=[O:53])[C@@H:6]([NH:22][C:23]([C@@H:25]1[CH2:34][C:33]2[CH:32]=[C:31]3[O:35][CH2:36][C@H:37]([C:39]4[CH:44]=[CH:43][C:42]([O:45][CH2:46][CH:47]5[CH2:52][CH2:51][CH2:50][CH2:49][CH2:48]5)=[CH:41][CH:40]=4)[O:38][C:30]3=[CH:29][C:28]=2[CH2:27][NH:26]1)=[O:24])[CH2:7][C:8]1[CH:13]=[CH:12][C:11]([C:14]2[CH:19]=[CH:18][N:17]=[C:16]([CH3:20])[C:15]=2[CH3:21])=[CH:10][CH:9]=1.[CH3:54][C:55]1[CH:56]=[C:57]([CH:61]=[CH:62][CH:63]=1)[C:58](Cl)=[O:59].